From a dataset of Forward reaction prediction with 1.9M reactions from USPTO patents (1976-2016). Predict the product of the given reaction. (1) The product is: [C:33]([O:32][C:30](=[O:31])[N:10]([CH3:9])[C@H:11]1[CH2:12][CH2:13][C@H:14]([CH2:17][CH:18]=[O:19])[CH2:15][CH2:16]1)([CH3:34])([CH3:35])[CH3:36]. Given the reactants C(O[C:9](=O)[N:10](C)[C@H:11]1[CH2:16][CH2:15][C@H:14]([CH2:17][CH:18]=[O:19])[CH2:13][CH2:12]1)C1C=CC=CC=1.[C:30](O[C:30]([O:32][C:33]([CH3:36])([CH3:35])[CH3:34])=[O:31])([O:32][C:33]([CH3:36])([CH3:35])[CH3:34])=[O:31].[H][H], predict the reaction product. (2) Given the reactants O[CH2:2][CH2:3][CH2:4][C:5]1[C:13]2[C:8](=[CH:9][CH:10]=[CH:11][CH:12]=2)[N:7]([C:14]([O:16][C:17]([CH3:20])([CH3:19])[CH3:18])=[O:15])[CH:6]=1.N1C=CN=C1.C1C=CC(P(C2C=CC=CC=2)C2C=CC=CC=2)=CC=1.[I:45]I, predict the reaction product. The product is: [I:45][CH2:2][CH2:3][CH2:4][C:5]1[C:13]2[C:8](=[CH:9][CH:10]=[CH:11][CH:12]=2)[N:7]([C:14]([O:16][C:17]([CH3:20])([CH3:19])[CH3:18])=[O:15])[CH:6]=1. (3) Given the reactants [S:1](=[O:34])(=[O:33])([O:3][C:4]1[CH:9]=[CH:8][CH:7]=[C:6]([C:10]2[N:11]=[CH:12][N:13]([C:15](=[O:32])[N:16]([CH:18]3[CH2:23][CH2:22][N:21]([C:24]4[CH:29]=[CH:28][C:27]([Br:30])=[C:26]([OH:31])[CH:25]=4)[CH2:20][CH2:19]3)[CH3:17])[CH:14]=2)[CH:5]=1)[NH2:2].[ClH:35].C(OCC)C, predict the reaction product. The product is: [ClH:35].[S:1](=[O:34])(=[O:33])([O:3][C:4]1[CH:9]=[CH:8][CH:7]=[C:6]([C:10]2[N:11]=[CH:12][N:13]([C:15](=[O:32])[N:16]([CH:18]3[CH2:23][CH2:22][N:21]([C:24]4[CH:29]=[CH:28][C:27]([Br:30])=[C:26]([OH:31])[CH:25]=4)[CH2:20][CH2:19]3)[CH3:17])[CH:14]=2)[CH:5]=1)[NH2:2]. (4) Given the reactants FC1C=C(F)C=CC=1C1C=C(CN2C(=O)C3=CC=CC=C3C2=O)C(=O)N(CC(C)C)N=1.[C:32]([C:35]1[C:36](=[O:57])[N:37]([CH2:49][C:50]2[CH:55]=[CH:54][CH:53]=[CH:52][C:51]=2[Cl:56])[N:38]=[C:39]([C:41]2[CH:46]=[CH:45][C:44]([F:47])=[C:43]([CH3:48])[CH:42]=2)[CH:40]=1)(O)=[O:33], predict the reaction product. The product is: [Cl:56][C:51]1[CH:52]=[CH:53][CH:54]=[CH:55][C:50]=1[CH2:49][N:37]1[C:36](=[O:57])[C:35]([CH2:32][OH:33])=[CH:40][C:39]([C:41]2[CH:46]=[CH:45][C:44]([F:47])=[C:43]([CH3:48])[CH:42]=2)=[N:38]1. (5) Given the reactants [CH3:1][C:2]1([CH3:42])[O:6][C@@H:5]([CH2:7][CH2:8][NH:9][C:10]([CH:12]2[CH:16]([C:17]3[CH:22]=[CH:21][CH:20]=[C:19]([Cl:23])[C:18]=3[F:24])[C:15]([C:27]3[CH:32]=[CH:31][C:30]([Cl:33])=[CH:29][C:28]=3[F:34])([C:25]#[N:26])[CH:14]([CH2:35][C:36]([CH3:41])([CH3:40])[CH2:37][CH2:38][NH2:39])[NH:13]2)=[O:11])[CH2:4][O:3]1.C(N(CC)CC)C.[C:50](Cl)(=[O:52])[CH3:51].O, predict the reaction product. The product is: [CH3:1][C:2]1([CH3:42])[O:6][C@@H:5]([CH2:7][CH2:8][NH:9][C:10]([CH:12]2[CH:16]([C:17]3[CH:22]=[CH:21][CH:20]=[C:19]([Cl:23])[C:18]=3[F:24])[C:15]([C:27]3[CH:32]=[CH:31][C:30]([Cl:33])=[CH:29][C:28]=3[F:34])([C:25]#[N:26])[CH:14]([CH2:35][C:36]([CH3:41])([CH3:40])[CH2:37][CH2:38][NH:39][C:50](=[O:52])[CH3:51])[NH:13]2)=[O:11])[CH2:4][O:3]1.